Dataset: Reaction yield outcomes from USPTO patents with 853,638 reactions. Task: Predict the reaction yield, written as a fraction of the theoretical maximum amount of product (1.0 means a 100% yield; for example, 0.34 means a 34% yield). (1) The reactants are N[C:2]1[CH:3]=[C:4]([C:8]2[C:9]([N:28]([CH3:33])[S:29]([CH3:32])(=[O:31])=[O:30])=[CH:10][C:11]3[O:15][C:14]([C:16]4[CH:21]=[CH:20][C:19]([F:22])=[CH:18][CH:17]=4)=[C:13]([C:23]([NH:25][CH3:26])=[O:24])[C:12]=3[CH:27]=2)[CH:5]=[CH:6][CH:7]=1.[I:34]I. The catalyst is CC#N.[O-]S([O-])(=S)=O.[Na+].[Na+].[Cu]I. The product is [F:22][C:19]1[CH:18]=[CH:17][C:16]([C:14]2[O:15][C:11]3[CH:10]=[C:9]([N:28]([CH3:33])[S:29]([CH3:32])(=[O:30])=[O:31])[C:8]([C:4]4[CH:5]=[CH:6][CH:7]=[C:2]([I:34])[CH:3]=4)=[CH:27][C:12]=3[C:13]=2[C:23]([NH:25][CH3:26])=[O:24])=[CH:21][CH:20]=1. The yield is 0.650. (2) The reactants are C([O-])([O-])=O.[K+].[K+].[CH3:7][C@@H:8]1[CH2:13][NH:12][CH2:11][CH2:10][NH:9]1.[Cl:14][C:15]1[N:16]=[N:17][C:18](Cl)=[C:19]([CH3:22])[C:20]=1[CH3:21]. The catalyst is CN(C=O)C. The product is [Cl:14][C:15]1[N:16]=[N:17][C:18]([N:12]2[CH2:11][CH2:10][NH:9][C@H:8]([CH3:7])[CH2:13]2)=[C:19]([CH3:22])[C:20]=1[CH3:21]. The yield is 0.490.